This data is from Peptide-MHC class I binding affinity with 185,985 pairs from IEDB/IMGT. The task is: Regression. Given a peptide amino acid sequence and an MHC pseudo amino acid sequence, predict their binding affinity value. This is MHC class I binding data. The peptide sequence is GFKLRSAVM. The MHC is HLA-B51:01 with pseudo-sequence HLA-B51:01. The binding affinity (normalized) is 0.0847.